From a dataset of Merck oncology drug combination screen with 23,052 pairs across 39 cell lines. Regression. Given two drug SMILES strings and cell line genomic features, predict the synergy score measuring deviation from expected non-interaction effect. (1) Drug 1: Cn1nnc2c(C(N)=O)ncn2c1=O. Drug 2: CC1(c2nc3c(C(N)=O)cccc3[nH]2)CCCN1. Cell line: VCAP. Synergy scores: synergy=-32.9. (2) Drug 1: COc1cc(C2c3cc4c(cc3C(OC3OC5COC(C)OC5C(O)C3O)C3COC(=O)C23)OCO4)cc(OC)c1O. Drug 2: CC(C)CC(NC(=O)C(Cc1ccccc1)NC(=O)c1cnccn1)B(O)O. Cell line: COLO320DM. Synergy scores: synergy=2.08. (3) Drug 1: C#Cc1cccc(Nc2ncnc3cc(OCCOC)c(OCCOC)cc23)c1. Drug 2: CC1(c2nc3c(C(N)=O)cccc3[nH]2)CCCN1. Cell line: PA1. Synergy scores: synergy=4.96. (4) Drug 1: O=C(CCCCCCC(=O)Nc1ccccc1)NO. Drug 2: CS(=O)(=O)CCNCc1ccc(-c2ccc3ncnc(Nc4ccc(OCc5cccc(F)c5)c(Cl)c4)c3c2)o1. Cell line: UWB1289BRCA1. Synergy scores: synergy=19.5. (5) Drug 1: CCC1(O)CC2CN(CCc3c([nH]c4ccccc34)C(C(=O)OC)(c3cc4c(cc3OC)N(C)C3C(O)(C(=O)OC)C(OC(C)=O)C5(CC)C=CCN6CCC43C65)C2)C1. Drug 2: N#Cc1ccc(Cn2cncc2CN2CCN(c3cccc(Cl)c3)C(=O)C2)cc1. Cell line: SW837. Synergy scores: synergy=44.3.